This data is from NCI-60 drug combinations with 297,098 pairs across 59 cell lines. The task is: Regression. Given two drug SMILES strings and cell line genomic features, predict the synergy score measuring deviation from expected non-interaction effect. (1) Drug 1: CC1C(C(CC(O1)OC2CC(OC(C2O)C)OC3=CC4=CC5=C(C(=O)C(C(C5)C(C(=O)C(C(C)O)O)OC)OC6CC(C(C(O6)C)O)OC7CC(C(C(O7)C)O)OC8CC(C(C(O8)C)O)(C)O)C(=C4C(=C3C)O)O)O)O. Drug 2: CC1=C(C(=O)C2=C(C1=O)N3CC4C(C3(C2COC(=O)N)OC)N4)N. Cell line: SR. Synergy scores: CSS=77.7, Synergy_ZIP=2.07, Synergy_Bliss=2.44, Synergy_Loewe=-1.95, Synergy_HSA=2.83. (2) Drug 1: CC(CN1CC(=O)NC(=O)C1)N2CC(=O)NC(=O)C2. Drug 2: C1CCC(C(C1)N)N.C(=O)(C(=O)[O-])[O-].[Pt+4]. Cell line: M14. Synergy scores: CSS=15.2, Synergy_ZIP=-1.87, Synergy_Bliss=0.909, Synergy_Loewe=-0.593, Synergy_HSA=0.225. (3) Drug 1: COC1=C(C=C2C(=C1)N=CN=C2NC3=CC(=C(C=C3)F)Cl)OCCCN4CCOCC4. Drug 2: C1=C(C(=O)NC(=O)N1)N(CCCl)CCCl. Cell line: NCI/ADR-RES. Synergy scores: CSS=31.4, Synergy_ZIP=-7.64, Synergy_Bliss=1.77, Synergy_Loewe=-1.49, Synergy_HSA=5.61. (4) Drug 1: CN1C(=O)N2C=NC(=C2N=N1)C(=O)N. Drug 2: C1CN(CCN1C(=O)CCBr)C(=O)CCBr. Cell line: SNB-75. Synergy scores: CSS=11.4, Synergy_ZIP=-5.22, Synergy_Bliss=-1.40, Synergy_Loewe=-2.65, Synergy_HSA=-1.53.